Predict the reaction yield, written as a fraction of the theoretical maximum amount of product (1.0 means a 100% yield; for example, 0.34 means a 34% yield). From a dataset of Reaction yield outcomes from USPTO patents with 853,638 reactions. The reactants are COCCOC[C:7]1([C:20]([O:22]CC)=[O:21])[CH2:12][CH2:11][N:10]([C:13]([O:15][C:16]([CH3:19])([CH3:18])[CH3:17])=[O:14])[CH2:9][CH2:8]1.[Li+].[OH-:26]. The catalyst is C(O)C.O.ClCCl. The product is [C:16]([O:15][C:13]([N:10]1[CH2:9][CH2:8][C:7]([O:26][CH2:17][CH2:16][O:15][CH3:13])([C:20]([OH:22])=[O:21])[CH2:12][CH2:11]1)=[O:14])([CH3:17])([CH3:18])[CH3:19]. The yield is 1.00.